From a dataset of Reaction yield outcomes from USPTO patents with 853,638 reactions. Predict the reaction yield, written as a fraction of the theoretical maximum amount of product (1.0 means a 100% yield; for example, 0.34 means a 34% yield). (1) The reactants are [NH2:1][C:2]1[C:11]([C:12]([NH:14][C:15]2[CH:16]=[N:17][CH:18]=[C:19]([F:34])[C:20]=2[N:21]2[CH2:26][CH2:25][CH:24]([C:27]([O:29]C(C)(C)C)=[O:28])[CH2:23][CH2:22]2)=[O:13])=[C:5]2[N:6]=[CH:7][C:8]([F:10])=[CH:9][N:4]2[N:3]=1.C([SiH](CC)CC)C.C(O)(C(F)(F)F)=O. The catalyst is C(Cl)Cl. The product is [NH2:1][C:2]1[C:11]([C:12]([NH:14][C:15]2[CH:16]=[N:17][CH:18]=[C:19]([F:34])[C:20]=2[N:21]2[CH2:22][CH2:23][CH:24]([C:27]([OH:29])=[O:28])[CH2:25][CH2:26]2)=[O:13])=[C:5]2[N:6]=[CH:7][C:8]([F:10])=[CH:9][N:4]2[N:3]=1. The yield is 0.960. (2) The reactants are I[C:2]1[CH:7]=[C:6]([O:8][CH3:9])[CH:5]=[CH:4][C:3]=1[CH3:10].N#N.[CH3:13][CH2:14][OH:15].[Li][CH:17](CC)C.C1CCCCC1.B(F)(F)F.C(OCC)C. The catalyst is C1COCC1. The product is [CH3:9][O:8][C:6]1[CH:5]=[CH:4][C:3]([CH3:10])=[C:2]([CH2:13][C@H:14]([OH:15])[CH3:17])[CH:7]=1. The yield is 0.180. (3) The reactants are [N+:1]([C:4]1[CH:11]=[C:10]([C:12]([F:15])([F:14])[F:13])[C:9]([O:16][CH2:17][C:18]([F:21])([F:20])[F:19])=[CH:8][C:5]=1[C:6]#[N:7])([O-])=O. The catalyst is CO.Cl.[Fe]. The product is [NH2:1][C:4]1[CH:11]=[C:10]([C:12]([F:14])([F:15])[F:13])[C:9]([O:16][CH2:17][C:18]([F:19])([F:20])[F:21])=[CH:8][C:5]=1[C:6]#[N:7]. The yield is 0.840. (4) The reactants are [H-].[Na+].[S:3]1[C:7]2[CH:8]=[CH:9][CH:10]=[CH:11][C:6]=2[N:5]=[C:4]1[CH2:12][C:13]1[CH:18]=[CH:17][C:16]([OH:19])=[CH:15][CH:14]=1.[C:20]([O:24][C:25]([N:27]1[CH2:31][CH2:30][CH2:29][C@@H:28]1[CH2:32]OS(C1C=CC(C)=CC=1)(=O)=O)=[O:26])([CH3:23])([CH3:22])[CH3:21]. The catalyst is CN(C=O)C. The product is [C:20]([O:24][C:25]([N:27]1[CH2:31][CH2:30][CH2:29][C@@H:28]1[CH2:32][O:19][C:16]1[CH:15]=[CH:14][C:13]([CH2:12][C:4]2[S:3][C:7]3[CH:8]=[CH:9][CH:10]=[CH:11][C:6]=3[N:5]=2)=[CH:18][CH:17]=1)=[O:26])([CH3:23])([CH3:21])[CH3:22]. The yield is 0.700.